Dataset: Full USPTO retrosynthesis dataset with 1.9M reactions from patents (1976-2016). Task: Predict the reactants needed to synthesize the given product. The reactants are: [CH3:1][S:2](Cl)(=[O:4])=[O:3].Cl.[CH3:7][O:8][C:9](=[O:15])[C@@H:10]1[CH2:14][CH2:13][CH2:12][NH:11]1.C(N(CC)CC)C. Given the product [CH3:1][S:2]([N:11]1[CH2:12][CH2:13][CH2:14][CH:10]1[C:9]([O:8][CH3:7])=[O:15])(=[O:4])=[O:3], predict the reactants needed to synthesize it.